This data is from Peptide-MHC class I binding affinity with 185,985 pairs from IEDB/IMGT. The task is: Regression. Given a peptide amino acid sequence and an MHC pseudo amino acid sequence, predict their binding affinity value. This is MHC class I binding data. (1) The peptide sequence is APILVVSGI. The MHC is HLA-A31:01 with pseudo-sequence HLA-A31:01. The binding affinity (normalized) is 0.0847. (2) The peptide sequence is FMHSAAPIT. The MHC is HLA-A68:01 with pseudo-sequence HLA-A68:01. The binding affinity (normalized) is 0. (3) The peptide sequence is LMIFISSFLL. The MHC is HLA-A11:01 with pseudo-sequence HLA-A11:01. The binding affinity (normalized) is 0.344. (4) The binding affinity (normalized) is 0.0847. The MHC is HLA-A03:01 with pseudo-sequence HLA-A03:01. The peptide sequence is DTLKVCIGY.